This data is from Peptide-MHC class I binding affinity with 185,985 pairs from IEDB/IMGT. The task is: Regression. Given a peptide amino acid sequence and an MHC pseudo amino acid sequence, predict their binding affinity value. This is MHC class I binding data. (1) The peptide sequence is TPSFPNIHL. The MHC is Patr-A0701 with pseudo-sequence Patr-A0701. The binding affinity (normalized) is 0. (2) The peptide sequence is HTDNGANFAS. The MHC is Mamu-A2201 with pseudo-sequence Mamu-A2201. The binding affinity (normalized) is 0. (3) The peptide sequence is IIYYQLAGY. The MHC is HLA-B39:01 with pseudo-sequence HLA-B39:01. The binding affinity (normalized) is 0.0847. (4) The peptide sequence is NLEMIDERKY. The MHC is HLA-A33:01 with pseudo-sequence HLA-A33:01. The binding affinity (normalized) is 0.